Dataset: Reaction yield outcomes from USPTO patents with 853,638 reactions. Task: Predict the reaction yield, written as a fraction of the theoretical maximum amount of product (1.0 means a 100% yield; for example, 0.34 means a 34% yield). The reactants are C(C1C=C(O)C(=O)NN=1)C.C([O:18][C:19]1[N:20]=[N:21][C:22]([N:33]2[CH2:38][CH2:37][CH2:36][CH2:35][CH2:34]2)=[CH:23][C:24]=1[O:25]CC1C=CC=CC=1)C1C=CC=CC=1. No catalyst specified. The product is [OH:25][C:24]1[C:19](=[O:18])[NH:20][N:21]=[C:22]([N:33]2[CH2:38][CH2:37][CH2:36][CH2:35][CH2:34]2)[CH:23]=1. The yield is 0.310.